Dataset: Forward reaction prediction with 1.9M reactions from USPTO patents (1976-2016). Task: Predict the product of the given reaction. Given the reactants N(C(OCC)=O)=NC(OCC)=O.[OH:13][C:14]1[CH:23]=[C:22]2[C:17]([C:18](=[O:32])[N:19]([CH2:24][O:25][C:26](=[O:31])[C:27]([CH3:30])([CH3:29])[CH3:28])[CH:20]=[N:21]2)=[CH:16][C:15]=1[O:33][CH3:34].[Br:35][CH2:36][CH2:37][CH2:38]O.C1(P(C2C=CC=CC=2)C2C=CC=CC=2)C=CC=CC=1, predict the reaction product. The product is: [Br:35][CH2:36][CH2:37][CH2:38][O:13][C:14]1[CH:23]=[C:22]2[C:17]([C:18](=[O:32])[N:19]([CH2:24][O:25][C:26](=[O:31])[C:27]([CH3:28])([CH3:29])[CH3:30])[CH:20]=[N:21]2)=[CH:16][C:15]=1[O:33][CH3:34].